Dataset: Forward reaction prediction with 1.9M reactions from USPTO patents (1976-2016). Task: Predict the product of the given reaction. Given the reactants [CH2:1]([C@@H:4]1[CH2:9][CH2:8][CH2:7][C@H:6]([O:10][Si:11]([C:24]([CH3:27])([CH3:26])[CH3:25])([C:18]2[CH:23]=[CH:22][CH:21]=[CH:20][CH:19]=2)[C:12]2[CH:17]=[CH:16][CH:15]=[CH:14][CH:13]=2)[CH2:5]1)[CH:2]=C.I([O-])(=O)(=O)=[O:29].[Na+], predict the reaction product. The product is: [Si:11]([O:10][C@@H:6]1[CH2:7][CH2:8][CH2:9][C@H:4]([CH2:1][CH:2]=[O:29])[CH2:5]1)([C:24]([CH3:27])([CH3:26])[CH3:25])([C:18]1[CH:19]=[CH:20][CH:21]=[CH:22][CH:23]=1)[C:12]1[CH:17]=[CH:16][CH:15]=[CH:14][CH:13]=1.